From a dataset of Reaction yield outcomes from USPTO patents with 853,638 reactions. Predict the reaction yield, written as a fraction of the theoretical maximum amount of product (1.0 means a 100% yield; for example, 0.34 means a 34% yield). The reactants are [Br:1][C:2]1[CH:10]=[CH:9][CH:8]=[C:7]2[C:3]=1[C:4]([C:20]1[C:21](O)=[CH:22][C:23]3[O:27][C:26]([CH3:29])([CH3:28])[CH2:25][C:24]=3[CH:30]=1)([CH2:18][OH:19])[C:5](=[O:17])[N:6]2[CH2:11][C:12]([O:14][CH2:15][CH3:16])=[O:13].C1(CCN2C3C(=CC=CC=3)C(C3C(O)=CC4OCOC=4C=3)(CO)C2=O)CC1. No catalyst specified. The product is [Br:1][C:2]1[CH:10]=[CH:9][CH:8]=[C:7]2[C:3]=1[C:4]1([CH2:18][O:19][C:21]3[CH:22]=[C:23]4[C:24](=[CH:30][C:20]1=3)[CH2:25][C:26]([CH3:29])([CH3:28])[O:27]4)[C:5](=[O:17])[N:6]2[CH2:11][C:12]([O:14][CH2:15][CH3:16])=[O:13]. The yield is 0.520.